Dataset: Forward reaction prediction with 1.9M reactions from USPTO patents (1976-2016). Task: Predict the product of the given reaction. (1) Given the reactants [CH2:1]([N:8]1[C:16]2[C:11](=[CH:12][C:13]([C:17]3[CH:22]=[CH:21][C:20]([F:23])=[C:19]([Cl:24])[CH:18]=3)=[CH:14][CH:15]=2)[CH:10]=[CH:9]1)[C:2]1[CH:7]=[CH:6][CH:5]=[CH:4][CH:3]=1.C([Li])CCC.[C:30](=[O:32])=[O:31], predict the reaction product. The product is: [CH2:1]([N:8]1[C:16]2[C:11](=[CH:12][C:13]([C:17]3[CH:22]=[CH:21][C:20]([F:23])=[C:19]([Cl:24])[CH:18]=3)=[CH:14][CH:15]=2)[C:10]([C:30]([OH:32])=[O:31])=[CH:9]1)[C:2]1[CH:3]=[CH:4][CH:5]=[CH:6][CH:7]=1. (2) The product is: [N:49]1[S:50][N:51]=[C:52]2[C:44]([S:41]([NH:37][C:31]3[CH:32]=[C:33]([I:36])[CH:34]=[CH:35][C:30]=3[C:29]([NH:28][C@@H:18]([CH2:19][C:20]3[CH:25]=[CH:24][C:23]([Cl:26])=[C:22]([Cl:27])[CH:21]=3)[C:17]([OH:16])=[O:39])=[O:38])(=[O:42])=[O:43])=[CH:45][CH:46]=[CH:47][C:48]=12. Given the reactants COC(=O)CCC1C=CC(Cl)=C(Cl)C=1.C[O:16][C:17](=[O:39])[C@@H:18]([NH:28][C:29](=[O:38])[C:30]1[CH:35]=[CH:34][C:33]([I:36])=[CH:32][C:31]=1[NH2:37])[CH2:19][C:20]1[CH:25]=[CH:24][C:23]([Cl:26])=[C:22]([Cl:27])[CH:21]=1.Cl[S:41]([C:44]1[C:52]2[C:48](=[N:49][S:50][N:51]=2)[CH:47]=[CH:46][CH:45]=1)(=[O:43])=[O:42].N1C=CC=CC=1.NCCN(CCN)CCN, predict the reaction product. (3) Given the reactants Br[C:2]1[CH:10]=[CH:9][C:8]([C:11]([F:14])([F:13])[F:12])=[C:7]2[C:3]=1[CH:4]=[CH:5][NH:6]2.[B:15]1([B:15]2[O:19][C:18]([CH3:21])([CH3:20])[C:17]([CH3:23])([CH3:22])[O:16]2)[O:19][C:18]([CH3:21])([CH3:20])[C:17]([CH3:23])([CH3:22])[O:16]1.CC([O-])=O.[K+], predict the reaction product. The product is: [F:12][C:11]([F:14])([F:13])[C:8]1[CH:9]=[CH:10][C:2]([B:15]2[O:19][C:18]([CH3:21])([CH3:20])[C:17]([CH3:23])([CH3:22])[O:16]2)=[C:3]2[C:7]=1[NH:6][CH:5]=[CH:4]2. (4) Given the reactants [F:1][C:2]1[CH:7]=[CH:6][CH:5]=[C:4](F)[C:3]=1[N+:9]([O-:11])=[O:10].[CH3:12][O-:13].[Na+], predict the reaction product. The product is: [F:1][C:2]1[CH:7]=[CH:6][CH:5]=[C:4]([O:13][CH3:12])[C:3]=1[N+:9]([O-:11])=[O:10]. (5) Given the reactants [CH:1]1([NH:7][C:8]([NH2:10])=O)[CH2:6][CH2:5][CH2:4][CH2:3][CH2:2]1.P(Cl)(Cl)(Cl)=O, predict the reaction product. The product is: [CH2:4]1[CH2:5][CH2:6][CH:1]([N:7]=[C:8]=[N:10][CH:1]2[CH2:6][CH2:5][CH2:4][CH2:3][CH2:2]2)[CH2:2][CH2:3]1.